This data is from Retrosynthesis with 50K atom-mapped reactions and 10 reaction types from USPTO. The task is: Predict the reactants needed to synthesize the given product. (1) Given the product COc1ccc(CNc2ncnc3ccc(-c4cccc(CNc5ncccc5C(=O)NCc5ccc(F)c(F)c5)c4)cc23)c(OC)c1, predict the reactants needed to synthesize it. The reactants are: COc1ccc(CNc2ncnc3ccc(B4OC(C)(C)C(C)(C)O4)cc23)c(OC)c1.O=C(NCc1ccc(F)c(F)c1)c1cccnc1NCc1cccc(Br)c1. (2) Given the product Nc1cc(-c2c(F)cccc2F)cc(-n2cnc3cc(-n4cccn4)ccc32)c1, predict the reactants needed to synthesize it. The reactants are: CC(=O)Nc1cc(-c2c(F)cccc2F)cc(-n2cnc3cc(-n4cccn4)ccc32)c1. (3) Given the product CC(C)(C)OC(=O)Nc1cc(N2CCC2)c(C(F)(F)F)cc1NC(=O)CC(=O)c1cccc(-n2nncc2COC2CCCCO2)c1, predict the reactants needed to synthesize it. The reactants are: CC(C)(C)OC(=O)CC(=O)c1cccc(-n2nncc2COC2CCCCO2)c1.CC(C)(C)OC(=O)Nc1cc(N2CCC2)c(C(F)(F)F)cc1N. (4) Given the product CCCCCCNC(=O)C(c1ccc(F)c(F)c1)c1ccccn1, predict the reactants needed to synthesize it. The reactants are: CCCCCCN.COC(=O)C(c1ccc(F)c(F)c1)c1ccccn1. (5) Given the product CNC(=O)c1ccc(Nc2ncc3c(n2)N(C2CCCC2)CC(F)(F)C(=O)N3C)c(C)c1, predict the reactants needed to synthesize it. The reactants are: CN.Cc1cc(C(=O)O)ccc1Nc1ncc2c(n1)N(C1CCCC1)CC(F)(F)C(=O)N2C. (6) Given the product CC(C)Nc1ccc(C#Cc2cc(C(=O)Nc3ccc(CN4CCN(C)CC4)c(C(F)(F)F)c3)ccc2Cl)nn1, predict the reactants needed to synthesize it. The reactants are: C#Cc1ccc(NC(C)C)nn1.CN1CCN(Cc2ccc(NC(=O)c3ccc(Cl)c(I)c3)cc2C(F)(F)F)CC1.